From a dataset of Full USPTO retrosynthesis dataset with 1.9M reactions from patents (1976-2016). Predict the reactants needed to synthesize the given product. (1) Given the product [OH:24][C:22]([C:21]([F:26])([F:25])[F:20])=[O:23].[N:7]1([C:5]2[CH:4]=[N:3][CH:2]=[N:1][CH:6]=2)[CH2:12][CH2:11][NH:10][CH2:9][CH2:8]1, predict the reactants needed to synthesize it. The reactants are: [N:1]1[CH:6]=[C:5]([N:7]2[CH2:12][CH2:11][N:10](C(OC(C)(C)C)=O)[CH2:9][CH2:8]2)[CH:4]=[N:3][CH:2]=1.[F:20][C:21]([F:26])([F:25])[C:22]([O-:24])=[O:23]. (2) The reactants are: [CH2:1]([CH:6]1[CH2:11][CH2:10][CH:9]([C:12]2[CH:17]=[CH:16][CH:15]=[C:14]([F:18])[C:13]=2[F:19])[CH2:8][CH2:7]1)[CH2:2][CH2:3][CH2:4][CH3:5].C([Li])(CC)C.[CH2:25]([O:27][C:28]1[CH:33]=[CH:32][C:31]([CH:34]2[CH2:39][CH2:38][C:37](=[O:40])[CH2:36][CH2:35]2)=[C:30]([F:41])[C:29]=1[F:42])[CH3:26].[Cl-].[NH4+]. Given the product [F:18][C:14]1[C:13]([F:19])=[C:12]([CH:9]2[CH2:10][CH2:11][CH:6]([CH2:1][CH2:2][CH2:3][CH2:4][CH3:5])[CH2:7][CH2:8]2)[CH:17]=[CH:16][C:15]=1[C:37]1([OH:40])[CH2:36][CH2:35][CH:34]([C:31]2[CH:32]=[CH:33][C:28]([O:27][CH2:25][CH3:26])=[C:29]([F:42])[C:30]=2[F:41])[CH2:39][CH2:38]1, predict the reactants needed to synthesize it. (3) Given the product [CH:1]1([CH:4]([C:6]2[S:7][CH:8]=[CH:9][N:10]=2)[NH2:13])[CH2:3][CH2:2]1, predict the reactants needed to synthesize it. The reactants are: [CH:1]1([C:4]([C:6]2[S:7][CH:8]=[CH:9][N:10]=2)=O)[CH2:3][CH2:2]1.[BH3-]C#[N:13].[Na+].[OH-].[Na+]. (4) Given the product [OH:1][C@H:2]1[CH2:6][N:5]2[C:7](=[O:27])[C@@H:8]([NH:19][C:20](=[O:26])[O:21][C:22]([CH3:23])([CH3:24])[CH3:25])[C@H:9]([CH2:16][O:17][CH3:18])[CH2:10][CH2:11][CH2:12][CH2:13][CH:34]=[CH:33][C@@H:31]3[CH2:32][C@@:30]3([C:35](=[O:44])[NH:36][S:37]([C:40]3([CH3:43])[CH2:42][CH2:41]3)(=[O:38])=[O:39])[NH:29][C:28](=[O:45])[C@@H:4]2[CH2:3]1, predict the reactants needed to synthesize it. The reactants are: [OH:1][C@H:2]1[CH2:6][N:5]([C:7](=[O:27])[C@@H:8]([NH:19][C:20](=[O:26])[O:21][C:22]([CH3:25])([CH3:24])[CH3:23])[C@H:9]([CH2:16][O:17][CH3:18])[CH2:10][CH2:11][CH2:12][CH2:13]C=C)[C@H:4]([C:28](=[O:45])[NH:29][C@:30]2([C:35](=[O:44])[NH:36][S:37]([C:40]3([CH3:43])[CH2:42][CH2:41]3)(=[O:39])=[O:38])[CH2:32][C@H:31]2[CH:33]=[CH2:34])[CH2:3]1. (5) Given the product [CH:1]([O:4][C:5]([CH2:3][C:1]1[O:4][C:1]([CH3:3])([CH3:2])[O:4][C:5](=[O:6])[CH:2]=1)=[O:6])([CH3:3])[CH3:2], predict the reactants needed to synthesize it. The reactants are: [CH:1]([OH:4])([CH3:3])[CH3:2].[CH3:5][OH:6].